Dataset: Experimental lipophilicity measurements (octanol/water distribution) for 4,200 compounds from AstraZeneca. Task: Regression/Classification. Given a drug SMILES string, predict its absorption, distribution, metabolism, or excretion properties. Task type varies by dataset: regression for continuous measurements (e.g., permeability, clearance, half-life) or binary classification for categorical outcomes (e.g., BBB penetration, CYP inhibition). For this dataset (lipophilicity_astrazeneca), we predict Y. (1) The compound is O=C(O)CO[C@@H]1c2ccccc2C[C@H]1NC(=O)c1cc2sc(Cl)c(Cl)c2[nH]1. The Y is 1.38 logD. (2) The drug is N#Cc1nc(N2CCCC2)c(N)c(N2CCOCC2)n1. The Y is 2.25 logD. (3) The drug is CN1CCN(c2ccc3ncc(C(N)=O)c(Nc4ccc(F)cc4F)c3c2)CC1. The Y is 2.30 logD. (4) The drug is C[C@]12CC[C@@H]3c4ccc(O)cc4CC[C@H]3[C@@H]1CC[C@@H]2O. The Y is 3.72 logD. (5) The drug is Cc1ccc(C(=O)N2CCC(C(=O)c3ccc(Cl)cc3)CC2)cc1. The Y is 3.79 logD. (6) The drug is COc1ccccc1S(=O)(=O)NC(=O)N1CCC(N2CCC(Oc3ccc(Cl)c(Cl)c3)CC2)CC1. The Y is 0.890 logD. (7) The compound is CCOc1ccc(NC(=O)CCc2c(C)nc3nc(C)nn3c2C)cc1. The Y is 2.10 logD.